Dataset: Forward reaction prediction with 1.9M reactions from USPTO patents (1976-2016). Task: Predict the product of the given reaction. (1) Given the reactants [N+:1]([C:4]1[CH:13]=[CH:12][C:7]([CH:8]=[CH:9][CH:10]=[O:11])=[CH:6][CH:5]=1)([O-:3])=[O:2].C1(C)C=CC(S([CH2:23][N+:24]#[C-:25])(=O)=O)=CC=1.C(=O)([O-])[O-].[K+].[K+], predict the reaction product. The product is: [N+:1]([C:4]1[CH:5]=[CH:6][C:7](/[CH:8]=[CH:9]/[C:10]2[O:11][CH:25]=[N:24][CH:23]=2)=[CH:12][CH:13]=1)([O-:3])=[O:2]. (2) The product is: [CH3:1][O:2][C:3]1[CH:4]=[C:5]2[C:10](=[CH:11][C:12]=1[O:13][CH3:14])[N:9]=[CH:8][CH:7]=[C:6]2[O:15][C:16]1[C:22]([CH3:23])=[CH:21][C:19]([NH:20][C:29](=[O:35])[O:28][CH2:26][CH2:37][CH2:38][CH2:39][CH2:40][CH3:41])=[C:18]([CH3:24])[CH:17]=1. Given the reactants [CH3:1][O:2][C:3]1[CH:4]=[C:5]2[C:10](=[CH:11][C:12]=1[O:13][CH3:14])[N:9]=[CH:8][CH:7]=[C:6]2[O:15][C:16]1[C:22]([CH3:23])=[CH:21][C:19]([NH2:20])=[C:18]([CH3:24])[CH:17]=1.Cl[C:26](Cl)([O:28][C:29](=[O:35])OC(Cl)(Cl)Cl)Cl.[CH2:37](O)[CH2:38][CH2:39][CH2:40][CH2:41]C.C(=O)(O)[O-].[Na+], predict the reaction product.